Dataset: Peptide-MHC class I binding affinity with 185,985 pairs from IEDB/IMGT. Task: Regression. Given a peptide amino acid sequence and an MHC pseudo amino acid sequence, predict their binding affinity value. This is MHC class I binding data. The peptide sequence is VPGGEPAAL. The MHC is HLA-B07:02 with pseudo-sequence HLA-B07:02. The binding affinity (normalized) is 0.364.